From a dataset of Forward reaction prediction with 1.9M reactions from USPTO patents (1976-2016). Predict the product of the given reaction. (1) The product is: [C:19]([F:28])([O:23][C:24]([F:27])([F:26])[F:25])=[C:20]([F:22])[F:21].[F:29][C:30]([F:34])=[C:31]([F:33])[F:32]. Given the reactants S(OOS([O-])(=O)=O)([O-])(=O)=O.[NH4+].[NH4+].[OH-].[Na+].C(F)(F)=C.[C:19]([F:28])([O:23][C:24]([F:27])([F:26])[F:25])=[C:20]([F:22])[F:21].[F:29][C:30]([F:34])=[C:31]([F:33])[F:32].BrC(F)(F)C(F)(F)C=C, predict the reaction product. (2) Given the reactants [NH2:1][C:2]1[CH:3]=[C:4]([C:8]([C:10]2[CH:15]=[C:14]([C:16]3[C:17]([O:22]C)=[N:18][CH:19]=[CH:20][CH:21]=3)[CH:13]=[C:12]([C:24]([CH3:27])([CH3:26])[CH3:25])[C:11]=2[O:28][CH3:29])=[O:9])[CH:5]=[CH:6][CH:7]=1.Br.C([O-])(O)=O.[Na+], predict the reaction product. The product is: [NH2:1][C:2]1[CH:3]=[C:4]([CH:5]=[CH:6][CH:7]=1)[C:8]([C:10]1[CH:15]=[C:14]([C:16]2[C:17](=[O:22])[NH:18][CH:19]=[CH:20][CH:21]=2)[CH:13]=[C:12]([C:24]([CH3:27])([CH3:26])[CH3:25])[C:11]=1[O:28][CH3:29])=[O:9]. (3) Given the reactants [H-].[Na+].Cl[CH2:4][O:5][CH2:6][CH2:7][Si:8]([CH3:11])([CH3:10])[CH3:9].[CH:12]1([C:18]([C:20]2[C:21]3[CH:28]=[CH:27][NH:26][C:22]=3[N:23]=[CH:24][N:25]=2)=[O:19])[CH2:17][CH2:16][CH2:15][CH2:14][CH2:13]1.C[SiH](C)C, predict the reaction product. The product is: [CH:12]1([C:18]([C:20]2[C:21]3[CH:28]=[CH:27][N:26]([CH2:4][O:5][CH2:6][CH2:7][Si:8]([CH3:11])([CH3:10])[CH3:9])[C:22]=3[N:23]=[CH:24][N:25]=2)=[O:19])[CH2:13][CH2:14][CH2:15][CH2:16][CH2:17]1. (4) Given the reactants [CH3:1][C:2]1([C:5]([CH:7]2[CH2:19][CH2:18][C:10]3[N:11]=[C:12]([NH:14][C:15](=[O:17])[CH3:16])[S:13][C:9]=3[C:8]2=O)=O)[CH2:4][CH2:3]1.[Cl:21][C:22]1[CH:23]=[C:24]([CH:29]=[CH:30][C:31]=1[NH:32][NH2:33])[C:25]([O:27][CH3:28])=[O:26], predict the reaction product. The product is: [C:15]([NH:14][C:12]1[S:13][C:9]2[C:8]3[N:32]([C:31]4[CH:30]=[CH:29][C:24]([C:25]([O:27][CH3:28])=[O:26])=[CH:23][C:22]=4[Cl:21])[N:33]=[C:5]([C:2]4([CH3:1])[CH2:4][CH2:3]4)[C:7]=3[CH2:19][CH2:18][C:10]=2[N:11]=1)(=[O:17])[CH3:16]. (5) Given the reactants Br[C:2]1[Se:3][CH:4]=[CH:5][CH:6]=1.[Mg], predict the reaction product. The product is: [Se:3]1[CH:4]=[CH:5][CH:6]=[C:2]1[C:2]1[Se:3][CH:4]=[CH:5][C:6]=1[C:2]1[Se:3][CH:4]=[CH:5][C:6]=1[C:2]1[Se:3][CH:4]=[CH:5][CH:6]=1. (6) Given the reactants C[O:2][C:3]([C:5]1[N:6](C(OC(C)(C)C)=O)[C:7]([CH2:10][N:11]2[CH2:16][CH2:15][CH:14]([O:17][CH:18]([C:25]3[CH:30]=[CH:29][CH:28]=[CH:27][CH:26]=3)[C:19]3[CH:24]=[CH:23][CH:22]=[CH:21][CH:20]=3)[CH2:13][CH2:12]2)=[CH:8][CH:9]=1)=[O:4].[OH-].[Na+], predict the reaction product. The product is: [CH:18]([O:17][CH:14]1[CH2:13][CH2:12][N:11]([CH2:10][C:7]2[NH:6][C:5]([C:3]([OH:4])=[O:2])=[CH:9][CH:8]=2)[CH2:16][CH2:15]1)([C:25]1[CH:26]=[CH:27][CH:28]=[CH:29][CH:30]=1)[C:19]1[CH:20]=[CH:21][CH:22]=[CH:23][CH:24]=1. (7) Given the reactants F[C:2]1[CH:12]=[CH:11][C:5]([C:6]([O:8][CH2:9][CH3:10])=[O:7])=[CH:4][CH:3]=1.Cl.Cl.[N:15]1([C:21]2[N:26]=[CH:25][CH:24]=[CH:23][N:22]=2)[CH2:20][CH2:19][NH:18][CH2:17][CH2:16]1.C(=O)([O-])[O-].[K+].[K+].O, predict the reaction product. The product is: [N:22]1[CH:23]=[CH:24][CH:25]=[N:26][C:21]=1[N:15]1[CH2:20][CH2:19][N:18]([C:2]2[CH:12]=[CH:11][C:5]([C:6]([O:8][CH2:9][CH3:10])=[O:7])=[CH:4][CH:3]=2)[CH2:17][CH2:16]1.